From a dataset of Catalyst prediction with 721,799 reactions and 888 catalyst types from USPTO. Predict which catalyst facilitates the given reaction. (1) Reactant: [Cl:1][C:2]1[CH:27]=[CH:26][C:5]([CH2:6][NH:7][C:8]([C:10]2[C:11](=[O:25])[C:12]3[CH:20]=[C:19]([C:21]#[C:22][CH2:23][OH:24])[S:18][C:13]=3[N:14]([CH2:16][CH3:17])[CH:15]=2)=[O:9])=[CH:4][CH:3]=1.[C:28]1(=[O:34])[O:33][C:31](=[O:32])[CH2:30][CH2:29]1. Product: [Cl:1][C:2]1[CH:3]=[CH:4][C:5]([CH2:6][NH:7][C:8]([C:10]2[C:11](=[O:25])[C:12]3[CH:20]=[C:19]([C:21]#[C:22][CH2:23][O:24][C:28](=[O:34])[CH2:29][CH2:30][C:31]([OH:33])=[O:32])[S:18][C:13]=3[N:14]([CH2:16][CH3:17])[CH:15]=2)=[O:9])=[CH:26][CH:27]=1. The catalyst class is: 17. (2) Reactant: [Cl:1][CH2:2][CH2:3][CH2:4][S:5]([O:8][CH2:9][C:10]([CH3:24])([CH3:23])[C@@H:11]([O:15][Si:16]([CH3:22])([CH3:21])[C:17]([CH3:20])([CH3:19])[CH3:18])[C:12]([OH:14])=[O:13])(=[O:7])=[O:6].C(Cl)(=O)C(Cl)=O.O[C@H:32]([C:34](=[O:38])[CH:35]([CH3:37])[CH3:36])[CH3:33].N1C=CC=CC=1. Product: [Cl:1][CH2:2][CH2:3][CH2:4][S:5]([O:8][CH2:9][C:10]([CH3:24])([CH3:23])[C@@H:11]([O:15][Si:16]([CH3:22])([CH3:21])[C:17]([CH3:19])([CH3:18])[CH3:20])[C:12]([O:14][C@@H:32]([CH3:33])[C:34](=[O:38])[CH:35]([CH3:37])[CH3:36])=[O:13])(=[O:7])=[O:6]. The catalyst class is: 4. (3) Product: [CH:1]1([CH2:4][O:5][C:6]2[CH:25]=[CH:24][C:9]([C:10]([O:12][CH2:13][C:14]([OH:16])=[O:15])=[O:11])=[CH:8][C:7]=2[CH2:26][N:27]2[CH2:28][CH2:29][O:30][CH2:31][CH2:32]2)[CH2:3][CH2:2]1. Reactant: [CH:1]1([CH2:4][O:5][C:6]2[CH:25]=[CH:24][C:9]([C:10]([O:12][CH2:13][C:14]([O:16]CC3C=CC=CC=3)=[O:15])=[O:11])=[CH:8][C:7]=2[CH2:26][N:27]2[CH2:32][CH2:31][O:30][CH2:29][CH2:28]2)[CH2:3][CH2:2]1. The catalyst class is: 19.